This data is from Full USPTO retrosynthesis dataset with 1.9M reactions from patents (1976-2016). The task is: Predict the reactants needed to synthesize the given product. (1) The reactants are: Cl[C:2]1[C:11]2[C:6](=[CH:7][CH:8]=[CH:9][CH:10]=2)[CH:5]=[C:4]([C:12]2[CH:17]=[CH:16][CH:15]=[CH:14][C:13]=2[C:18]([F:21])([F:20])[F:19])[N:3]=1.[NH:22]1[CH:26]=[N:25][C:24]([NH2:27])=[N:23]1. Given the product [NH:22]1[CH:26]=[N:25][C:24]([NH:27][C:2]2[C:11]3[C:6](=[CH:7][CH:8]=[CH:9][CH:10]=3)[CH:5]=[C:4]([C:12]3[CH:17]=[CH:16][CH:15]=[CH:14][C:13]=3[C:18]([F:21])([F:20])[F:19])[N:3]=2)=[N:23]1, predict the reactants needed to synthesize it. (2) Given the product [OH:1][CH2:2][C:3]([CH3:25])([CH3:24])[C:4]([N:6]1[CH2:7][CH2:8][CH:9]([CH2:12][CH2:13][O:14][C:15]2[CH:23]=[CH:22][C:18]([C:19]([NH:26][CH:27]3[CH:28]4[CH2:36][CH:32]5[CH2:31][C:30]([OH:37])([CH2:35][CH:34]3[CH2:33]5)[CH2:29]4)=[O:20])=[CH:17][CH:16]=2)[CH2:10][CH2:11]1)=[O:5], predict the reactants needed to synthesize it. The reactants are: [OH:1][CH2:2][C:3]([CH3:25])([CH3:24])[C:4]([N:6]1[CH2:11][CH2:10][CH:9]([CH2:12][CH2:13][O:14][C:15]2[CH:23]=[CH:22][C:18]([C:19](O)=[O:20])=[CH:17][CH:16]=2)[CH2:8][CH2:7]1)=[O:5].[NH2:26][CH:27]1[CH:34]2[CH2:35][C:30]3([OH:37])[CH2:31][CH:32]([CH2:36][CH:28]1[CH2:29]3)[CH2:33]2. (3) Given the product [OH:8][C:5]1[CH:6]=[CH:7][C:2]([NH:1][C:17]2[C:18]3[CH:23]=[C:22]([C:24]4[CH2:25][CH2:26][N:27]([C:30]([O:32][C:33]([CH3:36])([CH3:35])[CH3:34])=[O:31])[CH2:28][CH:29]=4)[NH:21][C:19]=3[N:20]=[CH:15][N:16]=2)=[CH:3][C:4]=1[C:9]1[S:13][CH:12]=[N:11][CH:10]=1, predict the reactants needed to synthesize it. The reactants are: [NH2:1][C:2]1[CH:7]=[CH:6][C:5]([OH:8])=[C:4]([C:9]2[S:13][CH:12]=[N:11][CH:10]=2)[CH:3]=1.Cl[C:15]1[N:16]=[CH:17][C:18]2[CH:23]=[C:22]([C:24]3[CH2:25][CH2:26][N:27]([C:30]([O:32][C:33]([CH3:36])([CH3:35])[CH3:34])=[O:31])[CH2:28][CH:29]=3)[NH:21][C:19]=2[N:20]=1. (4) Given the product [F:24][C:21]1[CH:22]=[CH:23][C:18]([CH2:17][CH2:16][N:13]2[CH:14]=[CH:15][C:11]([C:9]3[S:10][C:6]([C:4]([OH:5])=[O:3])=[C:7]([CH3:25])[N:8]=3)=[N:12]2)=[CH:19][CH:20]=1, predict the reactants needed to synthesize it. The reactants are: C([O:3][C:4]([C:6]1[S:10][C:9]([C:11]2[CH:15]=[CH:14][N:13]([CH2:16][CH2:17][C:18]3[CH:23]=[CH:22][C:21]([F:24])=[CH:20][CH:19]=3)[N:12]=2)=[N:8][C:7]=1[CH3:25])=[O:5])C.[OH-].[Na+].Cl.